This data is from Forward reaction prediction with 1.9M reactions from USPTO patents (1976-2016). The task is: Predict the product of the given reaction. (1) The product is: [CH2:15]([C:3]1([CH2:1][CH3:2])[CH2:14][CH2:13][C:6]2=[C:7]([C:10]([OH:12])=[O:11])[S:8][C:9]([CH3:18])=[C:5]2[CH2:4]1)[CH3:16]. Given the reactants [CH2:1]([C:3]1([CH2:15][CH3:16])[CH2:14][CH2:13][C:6]2=[C:7]([C:10]([OH:12])=[O:11])[S:8][CH:9]=[C:5]2[CH2:4]1)[CH3:2].[Li][CH2:18]CCC.CI, predict the reaction product. (2) Given the reactants [CH3:1][O:2][C:3]1[CH:10]=[C:9]([N+:11]([O-])=O)[CH:8]=[CH:7][C:4]=1[C:5]#[N:6].Cl, predict the reaction product. The product is: [NH2:11][C:9]1[CH:8]=[CH:7][C:4]([C:5]#[N:6])=[C:3]([O:2][CH3:1])[CH:10]=1. (3) Given the reactants [H-].[Na+].[Br:3][C:4]1[C:9]2[N:10]=[CH:11][N:12]=[CH:13][C:8]=2[C:7](=[O:14])[NH:6][CH:5]=1.CI.[CH3:17]C(=O)OCC, predict the reaction product. The product is: [Br:3][C:4]1[C:9]2[N:10]=[CH:11][N:12]=[CH:13][C:8]=2[C:7](=[O:14])[N:6]([CH3:17])[CH:5]=1. (4) The product is: [NH2:1][C:2]1[C:11]2[N:10]=[CH:9][C:8]([CH2:12][CH2:13][C:14]3[CH:19]=[CH:18][C:17]([O:20][CH2:34][CH2:35][O:36][CH2:37][CH2:38][C:39]([P:42]([O:43][CH2:44][CH3:45])([O:46][CH2:47][CH3:48])=[O:49])([F:40])[F:41])=[CH:16][C:15]=3[CH3:21])=[CH:7][C:6]=2[C:5]2[CH:22]=[CH:23][C:24]([CH2:26][CH2:27][C:28]([O:30][CH2:31][CH3:32])=[O:29])=[CH:25][C:4]=2[N:3]=1. Given the reactants [NH2:1][C:2]1[C:11]2[N:10]=[CH:9][C:8]([CH2:12][CH2:13][C:14]3[CH:19]=[CH:18][C:17]([OH:20])=[CH:16][C:15]=3[CH3:21])=[CH:7][C:6]=2[C:5]2[CH:22]=[CH:23][C:24]([CH2:26][CH2:27][C:28]([O:30][CH2:31][CH3:32])=[O:29])=[CH:25][C:4]=2[N:3]=1.Br[CH2:34][CH2:35][O:36][CH2:37][CH2:38][C:39]([P:42](=[O:49])([O:46][CH2:47][CH3:48])[O:43][CH2:44][CH3:45])([F:41])[F:40].C(=O)([O-])[O-].[Cs+].[Cs+].C(Cl)Cl, predict the reaction product. (5) Given the reactants [CH2:1]([O:8][C:9]1[CH:14]=[CH:13][C:12]([NH2:15])=[CH:11][C:10]=1[C:16]1[N:17]([CH3:22])[N:18]=[CH:19][C:20]=1[Br:21])[C:2]1[CH:7]=[CH:6][CH:5]=[CH:4][CH:3]=1.[F:23][C:24]1[CH:29]=[CH:28][C:27]([N:30]=[C:31]=[O:32])=[CH:26][CH:25]=1, predict the reaction product. The product is: [CH2:1]([O:8][C:9]1[CH:14]=[CH:13][C:12]([NH:15][C:31]([NH:30][C:27]2[CH:28]=[CH:29][C:24]([F:23])=[CH:25][CH:26]=2)=[O:32])=[CH:11][C:10]=1[C:16]1[N:17]([CH3:22])[N:18]=[CH:19][C:20]=1[Br:21])[C:2]1[CH:3]=[CH:4][CH:5]=[CH:6][CH:7]=1. (6) Given the reactants [Br:1][C:2]1[C:3]([O:17]C)=[N:4][C:5]([NH:8][C:9]2[CH:14]=[C:13]([CH3:15])[CH:12]=[C:11]([CH3:16])[CH:10]=2)=[N:6][CH:7]=1.C[S-].[Na+].CN(C=O)C.Cl, predict the reaction product. The product is: [Br:1][C:2]1[C:3]([OH:17])=[N:4][C:5]([NH:8][C:9]2[CH:10]=[C:11]([CH3:16])[CH:12]=[C:13]([CH3:15])[CH:14]=2)=[N:6][CH:7]=1. (7) Given the reactants [CH2:1]([C:3]1[C:4]([OH:37])=[C:5]([CH:26]=[CH:27][C:28]=1[O:29][S:30]([C:33]([F:36])([F:35])[F:34])(=[O:32])=[O:31])[O:6][C:7]1[C:8]([CH3:25])=[CH:9][C:10]([NH:16][C:17](=[O:24])[CH2:18][C:19]([O:21][CH2:22][CH3:23])=[O:20])=[C:11]2[C:15]=1[CH2:14][CH2:13][CH2:12]2)[CH3:2].[F:38][C:39]1[CH:46]=[CH:45][C:42]([CH2:43]O)=[CH:41][CH:40]=1.C1(P(C2C=CC=CC=2)C2C=CC=CC=2)C=CC=CC=1.N(C(OCC)=O)=NC(OCC)=O, predict the reaction product. The product is: [CH2:1]([C:3]1[C:4]([O:37][CH2:43][C:42]2[CH:45]=[CH:46][C:39]([F:38])=[CH:40][CH:41]=2)=[C:5]([CH:26]=[CH:27][C:28]=1[O:29][S:30]([C:33]([F:35])([F:34])[F:36])(=[O:31])=[O:32])[O:6][C:7]1[C:8]([CH3:25])=[CH:9][C:10]([NH:16][C:17](=[O:24])[CH2:18][C:19]([O:21][CH2:22][CH3:23])=[O:20])=[C:11]2[C:15]=1[CH2:14][CH2:13][CH2:12]2)[CH3:2]. (8) Given the reactants [NH2:1][C:2]1[N:3]=[C:4]([C:15]2[S:24][C:23]3[C:22]4[CH:25]=[CH:26][C:27]([C:29](O)=[O:30])=[CH:28][C:21]=4[O:20][CH2:19][CH2:18][C:17]=3[CH:16]=2)[N:5]([C:7]2[CH:12]=[CH:11][C:10]([F:13])=[CH:9][C:8]=2[F:14])[N:6]=1.Cl.[NH2:33][CH:34]1[CH2:37][O:36][CH2:35]1, predict the reaction product. The product is: [O:36]1[CH2:37][CH:34]([NH:33][C:29]([C:27]2[CH:26]=[CH:25][C:22]3[C:23]4[S:24][C:15]([C:4]5[N:5]([C:7]6[CH:12]=[CH:11][C:10]([F:13])=[CH:9][C:8]=6[F:14])[N:6]=[C:2]([NH2:1])[N:3]=5)=[CH:16][C:17]=4[CH2:18][CH2:19][O:20][C:21]=3[CH:28]=2)=[O:30])[CH2:35]1. (9) Given the reactants Br[C:2]1[C:7]([O:8][CH2:9][C:10]2([CH2:14][O:15][CH3:16])[CH2:13][O:12][CH2:11]2)=[C:6]([O:17][CH3:18])[C:5]([O:19][CH3:20])=[CH:4][CH:3]=1.CC1(C)C(C)(C)OB([C:29]2[CH:30]=[C:31]3[C:35](=[CH:36][CH:37]=2)[C:34](=[O:38])[O:33][CH2:32]3)O1.C1(P(C2CCCCC2)C2CCCCC2)CCCCC1.[O-]P([O-])([O-])=O.[K+].[K+].[K+], predict the reaction product. The product is: [CH3:18][O:17][C:6]1[C:7]([O:8][CH2:9][C:10]2([CH2:14][O:15][CH3:16])[CH2:13][O:12][CH2:11]2)=[C:2]([C:29]2[CH:30]=[C:31]3[C:35](=[CH:36][CH:37]=2)[C:34](=[O:38])[O:33][CH2:32]3)[CH:3]=[CH:4][C:5]=1[O:19][CH3:20]. (10) Given the reactants [Li+].[OH-].Br[C:4]1[CH:9]=[CH:8][C:7]([C:10]2[N:15]=[C:14]3[N:16]=[C:17]([O:27][C@H:28]4[C@H:32]5[O:33][CH2:34][C@@H:35]([OH:36])[C@H:31]5[O:30][CH2:29]4)[N:18]([CH2:19][O:20][CH2:21][CH2:22][Si:23]([CH3:26])([CH3:25])[CH3:24])[C:13]3=[CH:12][C:11]=2[Cl:37])=[CH:6][CH:5]=1.[C:38]1(B(O)O)[CH:43]=[CH:42][CH:41]=[CH:40][CH:39]=1, predict the reaction product. The product is: [Cl:37][C:11]1[CH:12]=[C:13]2[N:18]([CH2:19][O:20][CH2:21][CH2:22][Si:23]([CH3:26])([CH3:25])[CH3:24])[C:17]([O:27][C@H:28]3[C@H:32]4[O:33][CH2:34][C@@H:35]([OH:36])[C@H:31]4[O:30][CH2:29]3)=[N:16][C:14]2=[N:15][C:10]=1[C:7]1[CH:8]=[CH:9][C:4]([C:38]2[CH:43]=[CH:42][CH:41]=[CH:40][CH:39]=2)=[CH:5][CH:6]=1.